From a dataset of NCI-60 drug combinations with 297,098 pairs across 59 cell lines. Regression. Given two drug SMILES strings and cell line genomic features, predict the synergy score measuring deviation from expected non-interaction effect. (1) Drug 1: C1CN1P(=S)(N2CC2)N3CC3. Drug 2: CC1=C2C(C(=O)C3(C(CC4C(C3C(C(C2(C)C)(CC1OC(=O)C(C(C5=CC=CC=C5)NC(=O)OC(C)(C)C)O)O)OC(=O)C6=CC=CC=C6)(CO4)OC(=O)C)O)C)O. Cell line: NCI-H460. Synergy scores: CSS=23.4, Synergy_ZIP=-0.759, Synergy_Bliss=0.0429, Synergy_Loewe=-1.77, Synergy_HSA=-1.29. (2) Drug 2: C1C(C(OC1N2C=NC(=NC2=O)N)CO)O. Drug 1: CS(=O)(=O)C1=CC(=C(C=C1)C(=O)NC2=CC(=C(C=C2)Cl)C3=CC=CC=N3)Cl. Synergy scores: CSS=10.1, Synergy_ZIP=-4.64, Synergy_Bliss=0.671, Synergy_Loewe=-1.50, Synergy_HSA=2.18. Cell line: 786-0. (3) Drug 1: CC12CCC3C(C1CCC2=O)CC(=C)C4=CC(=O)C=CC34C. Drug 2: CN(CCCl)CCCl.Cl. Cell line: HCT-15. Synergy scores: CSS=28.6, Synergy_ZIP=-2.23, Synergy_Bliss=3.04, Synergy_Loewe=-7.26, Synergy_HSA=0.840. (4) Drug 1: CC1=C(C=C(C=C1)NC2=NC=CC(=N2)N(C)C3=CC4=NN(C(=C4C=C3)C)C)S(=O)(=O)N.Cl. Drug 2: COC1=NC(=NC2=C1N=CN2C3C(C(C(O3)CO)O)O)N. Cell line: LOX IMVI. Synergy scores: CSS=5.21, Synergy_ZIP=5.99, Synergy_Bliss=2.54, Synergy_Loewe=3.46, Synergy_HSA=1.25. (5) Drug 1: C1=C(C(=O)NC(=O)N1)F. Drug 2: C1=NC2=C(N1)C(=S)N=C(N2)N. Cell line: DU-145. Synergy scores: CSS=40.4, Synergy_ZIP=-11.9, Synergy_Bliss=-14.9, Synergy_Loewe=-6.94, Synergy_HSA=-4.68. (6) Drug 1: COC1=CC(=CC(=C1O)OC)C2C3C(COC3=O)C(C4=CC5=C(C=C24)OCO5)OC6C(C(C7C(O6)COC(O7)C8=CC=CS8)O)O. Drug 2: C1=CC(=CC=C1CC(C(=O)O)N)N(CCCl)CCCl.Cl. Cell line: LOX IMVI. Synergy scores: CSS=49.5, Synergy_ZIP=3.27, Synergy_Bliss=4.16, Synergy_Loewe=-1.08, Synergy_HSA=8.74. (7) Drug 1: CC12CCC3C(C1CCC2=O)CC(=C)C4=CC(=O)C=CC34C. Drug 2: COCCOC1=C(C=C2C(=C1)C(=NC=N2)NC3=CC=CC(=C3)C#C)OCCOC.Cl. Cell line: HCC-2998. Synergy scores: CSS=50.3, Synergy_ZIP=2.29, Synergy_Bliss=1.20, Synergy_Loewe=-1.34, Synergy_HSA=-1.53. (8) Drug 1: CCN(CC)CCNC(=O)C1=C(NC(=C1C)C=C2C3=C(C=CC(=C3)F)NC2=O)C. Drug 2: C1=CN(C=N1)CC(O)(P(=O)(O)O)P(=O)(O)O. Cell line: OVCAR3. Synergy scores: CSS=-4.57, Synergy_ZIP=-0.538, Synergy_Bliss=-4.52, Synergy_Loewe=-5.11, Synergy_HSA=-6.63. (9) Drug 1: CC1OCC2C(O1)C(C(C(O2)OC3C4COC(=O)C4C(C5=CC6=C(C=C35)OCO6)C7=CC(=C(C(=C7)OC)O)OC)O)O. Drug 2: CC1=C(C=C(C=C1)NC(=O)C2=CC=C(C=C2)CN3CCN(CC3)C)NC4=NC=CC(=N4)C5=CN=CC=C5. Cell line: HS 578T. Synergy scores: CSS=14.6, Synergy_ZIP=-3.64, Synergy_Bliss=-2.50, Synergy_Loewe=-8.66, Synergy_HSA=-1.56.